Predict the reactants needed to synthesize the given product. From a dataset of Full USPTO retrosynthesis dataset with 1.9M reactions from patents (1976-2016). (1) Given the product [C:22]([O:26][C:27]([NH:29][C@:30]([CH2:42][CH3:43])([CH2:33][O:34][C:35](=[O:41])[CH2:36][CH2:37][CH2:38][CH2:39][CH3:40])[CH2:31][OH:32])=[O:28])([CH3:24])([CH3:25])[CH3:23], predict the reactants needed to synthesize it. The reactants are: [Cr](O[Cr]([O-])(=O)=O)([O-])(=O)=O.[NH+]1C=CC=CC=1.[NH+]1C=CC=CC=1.[C:22]([O:26][C:27]([NH:29][C@@:30]([CH2:42][CH3:43])([CH2:33][O:34][C:35](=[O:41])[CH2:36][CH2:37][CH2:38][CH2:39][CH3:40])[CH2:31][OH:32])=[O:28])([CH3:25])([CH3:24])[CH3:23].CCOCC. (2) Given the product [CH2:15]([N:12]1[C:7]2=[N:8][C:9]([CH2:10][CH3:11])=[C:4]([CH2:3][NH:2][C:29](=[O:30])[C:25]([CH3:32])([CH3:24])[C:26]([OH:28])=[O:27])[C:5]([NH:17][CH:18]3[CH2:19][CH2:20][O:21][CH2:22][CH2:23]3)=[C:6]2[CH:14]=[N:13]1)[CH3:16], predict the reactants needed to synthesize it. The reactants are: Cl.[NH2:2][CH2:3][C:4]1[C:9]([CH2:10][CH3:11])=[N:8][C:7]2[N:12]([CH2:15][CH3:16])[N:13]=[CH:14][C:6]=2[C:5]=1[NH:17][CH:18]1[CH2:23][CH2:22][O:21][CH2:20][CH2:19]1.[CH3:24][C:25]([CH3:32])([C:29](O)=[O:30])[C:26]([OH:28])=[O:27].CN(C(ON1N=NC2C=CC=CC1=2)=[N+](C)C)C.F[P-](F)(F)(F)(F)F.CCN(CC)CC. (3) Given the product [CH2:1]([O:7][N:8]1[C:9]([CH3:18])([CH3:17])[CH2:10][C:11](=[O:16])[CH2:12][C:13]1([CH3:14])[CH3:15])[CH2:2][CH3:3], predict the reactants needed to synthesize it. The reactants are: [CH:1]1([O:7][N:8]2[C:13]([CH3:15])([CH3:14])[CH2:12][C:11](=[O:16])[CH2:10][C:9]2([CH3:18])[CH3:17])CCC[CH2:3][CH2:2]1.BrCCBr.ICCC.C([Cu])#N.[Li+].[Cl-].CC1(C)N([O])C(C)(C)CC(=O)C1. (4) Given the product [CH2:7]([O:10][CH2:11][CH2:12][CH:13]([NH:14][CH2:25][C@@H:24]([OH:23])[C@@H:26]([NH:34][C:35](=[O:41])[O:36][C:37]([CH3:39])([CH3:38])[CH3:40])[CH2:27][C:28]1[CH:33]=[CH:32][CH:31]=[CH:30][CH:29]=1)[C:15]1[CH:20]=[CH:19][CH:18]=[C:17]([O:21][CH3:22])[CH:16]=1)[CH:8]=[CH2:9], predict the reactants needed to synthesize it. The reactants are: Cl([O-])(=O)(=O)=O.[Li+].[CH2:7]([O:10][CH2:11][CH2:12][CH:13]([C:15]1[CH:20]=[CH:19][CH:18]=[C:17]([O:21][CH3:22])[CH:16]=1)[NH2:14])[CH:8]=[CH2:9].[O:23]1[CH2:25][C@@H:24]1[C@@H:26]([NH:34][C:35](=[O:41])[O:36][C:37]([CH3:40])([CH3:39])[CH3:38])[CH2:27][C:28]1[CH:33]=[CH:32][CH:31]=[CH:30][CH:29]=1.C([O-])(O)=O.[Na+]. (5) Given the product [F:21][C:2]([F:1])([F:20])[C:3]1[CH:19]=[CH:18][C:6]2=[N:7][N:8]([C:10]3[CH:15]=[CH:14][C:13]([O:16][CH2:24][CH:23]([OH:25])[CH2:22][O:26][CH2:27][CH2:28][CH2:29][CH3:30])=[CH:12][C:11]=3[OH:17])[N:9]=[C:5]2[CH:4]=1, predict the reactants needed to synthesize it. The reactants are: [F:1][C:2]([F:21])([F:20])[C:3]1[CH:19]=[CH:18][C:6]2=[N:7][N:8]([C:10]3[CH:15]=[CH:14][C:13]([OH:16])=[CH:12][C:11]=3[OH:17])[N:9]=[C:5]2[CH:4]=1.[CH2:22]([O:26][CH2:27][CH2:28][CH2:29][CH3:30])[CH:23]1[O:25][CH2:24]1.O.C(OCC)(=O)C. (6) Given the product [C:5]1([C:8]2[C:12]([C:13]([NH:16][CH2:17][CH2:18][CH2:19][N:20]3[CH2:21][CH2:22][N:23]([C:26]4[CH:31]=[CH:30][CH:29]=[CH:28][C:27]=4[O:33][CH2:34][C:35]([F:37])([F:38])[F:36])[CH2:24][CH2:25]3)=[O:15])=[CH:11][O:10][N:9]=2)[CH:4]=[CH:3][CH:2]=[CH:7][CH:6]=1, predict the reactants needed to synthesize it. The reactants are: F[C:2]1[CH:7]=[CH:6][C:5]([C:8]2[C:12]([C:13]([OH:15])=O)=[CH:11][O:10][N:9]=2)=[CH:4][CH:3]=1.[NH2:16][CH2:17][CH2:18][CH2:19][N:20]1[CH2:25][CH2:24][N:23]([C:26]2[CH:31]=[CH:30][C:29](F)=[CH:28][C:27]=2[O:33][CH2:34][C:35]([F:38])([F:37])[F:36])[CH2:22][CH2:21]1. (7) Given the product [Cl:16][C:4]1[CH:3]=[C:2]([Cl:1])[C:7]([N+:8]([O-:10])=[O:9])=[CH:6][N:5]=1, predict the reactants needed to synthesize it. The reactants are: [Cl:1][C:2]1[C:7]([N+:8]([O-:10])=[O:9])=[CH:6][N:5]=[C:4](N)[CH:3]=1.N([O-])=O.[Na+].[ClH:16]. (8) Given the product [N:16]([CH2:2][C:3]1[CH:8]=[CH:7][C:6]([F:9])=[CH:5][C:4]=1[S:10]([N:13]([CH3:15])[CH3:14])(=[O:12])=[O:11])=[N+:17]=[N-:18], predict the reactants needed to synthesize it. The reactants are: Br[CH2:2][C:3]1[CH:8]=[CH:7][C:6]([F:9])=[CH:5][C:4]=1[S:10]([N:13]([CH3:15])[CH3:14])(=[O:12])=[O:11].[N-:16]=[N+:17]=[N-:18].[Na+]. (9) Given the product [CH3:35][C:25]1[CH:30]=[CH:29][C:28]([S:31]([N:12]2[CH2:13][C:14](=[O:15])[N:11]2[CH:2]2[CH:3]3[CH2:4][CH:5]4[CH2:6][CH:7]([CH2:8][CH:1]2[CH2:10]4)[CH2:9]3)(=[O:33])=[O:32])=[CH:27][CH:26]=1, predict the reactants needed to synthesize it. The reactants are: [CH:1]12[CH2:10][CH:5]3[CH2:6][CH:7]([CH2:9][CH:3]([CH2:4]3)[CH:2]1[N:11]1[C:14](=[O:15])[CH2:13][NH:12]1)[CH2:8]2.C(N(C(C)C)CC)(C)C.[C:25]1([CH3:35])[CH:30]=[CH:29][C:28]([S:31](Cl)(=[O:33])=[O:32])=[CH:27][CH:26]=1.O.